From a dataset of Forward reaction prediction with 1.9M reactions from USPTO patents (1976-2016). Predict the product of the given reaction. (1) Given the reactants Br[C:2]1[CH:3]=[C:4]2[C:9](=[CH:10][CH:11]=1)[CH:8]=[N:7][CH:6]=[CH:5]2.[C:12]([O:17][CH2:18][CH3:19])(=[O:16])/[CH:13]=[CH:14]/[CH3:15].C1(C)C=CC=CC=1P(C1C=CC=CC=1C)C1C=CC=CC=1C.C(N(CCCC)CCCC)CCC, predict the reaction product. The product is: [CH2:18]([O:17][C:12](=[O:16])[CH:13]=[C:14]([C:2]1[CH:3]=[C:4]2[C:9](=[CH:10][CH:11]=1)[CH:8]=[N:7][CH:6]=[CH:5]2)[CH3:15])[CH3:19]. (2) Given the reactants [Cl:1][C:2]1[CH:7]=[CH:6][N:5]=[C:4]2[CH:8]=[CH:9][S:10][C:3]=12.[Li]CCCC.[CH2:16]([Sn:20]([CH2:26][CH2:27][CH2:28][CH3:29])([CH2:22][CH2:23][CH2:24][CH3:25])Cl)[CH2:17][CH2:18][CH3:19].CCOC(C)=O.CCCCCC, predict the reaction product. The product is: [Cl:1][C:2]1[CH:7]=[CH:6][N:5]=[C:4]2[CH:8]=[C:9]([Sn:20]([CH2:22][CH2:23][CH2:24][CH3:25])([CH2:26][CH2:27][CH2:28][CH3:29])[CH2:16][CH2:17][CH2:18][CH3:19])[S:10][C:3]=12. (3) Given the reactants [N:1]1([C:7]2[CH:8]=[C:9]3[C:13](=[CH:14][CH:15]=2)[NH:12][CH:11]=[CH:10]3)[CH2:6][CH2:5][NH:4][CH2:3][CH2:2]1.Br[CH2:17][CH2:18][CH:19]1[C:27]2[C:22](=[CH:23][CH:24]=[CH:25][C:26]=2[CH3:28])[N:21](C(=O)C)[CH2:20]1, predict the reaction product. The product is: [CH3:28][C:26]1[CH:25]=[CH:24][CH:23]=[C:22]2[C:27]=1[CH:19]([CH2:18][CH2:17][N:4]1[CH2:5][CH2:6][N:1]([C:7]3[CH:8]=[C:9]4[C:13](=[CH:14][CH:15]=3)[NH:12][CH:11]=[CH:10]4)[CH2:2][CH2:3]1)[CH2:20][NH:21]2. (4) Given the reactants FC(F)(F)S(O[C:7]1[CH2:8][CH2:9][N:10](C(OC(C)(C)C)=O)[CH2:11][CH:12]=1)(=O)=O.[C:22]([C:24]1[CH:29]=[CH:28][C:27](B(O)O)=[CH:26][CH:25]=1)#[N:23].C(N(CC)CC)C.[ClH:40], predict the reaction product. The product is: [ClH:40].[NH:10]1[CH2:11][CH:12]=[C:7]([C:27]2[CH:28]=[CH:29][C:24]([C:22]#[N:23])=[CH:25][CH:26]=2)[CH2:8][CH2:9]1. (5) The product is: [OH:12][C:13]1([CH3:40])[C@@H:18]([CH3:19])[CH2:17][N:16]([C:20]2[C:25]([N+:26]([O-:28])=[O:27])=[CH:24][N+:23]([O-:9])=[C:22]3[CH2:29][CH2:30][CH2:31][C:21]=23)[CH2:15][C@H:14]1[NH:32][C:33](=[O:39])[O:34][C:35]([CH3:38])([CH3:37])[CH3:36]. Given the reactants C1C=C(Cl)C=C(C(OO)=[O:9])C=1.[OH:12][C:13]1([CH3:40])[C@@H:18]([CH3:19])[CH2:17][N:16]([C:20]2[C:25]([N+:26]([O-:28])=[O:27])=[CH:24][N:23]=[C:22]3[CH2:29][CH2:30][CH2:31][C:21]=23)[CH2:15][C@H:14]1[NH:32][C:33](=[O:39])[O:34][C:35]([CH3:38])([CH3:37])[CH3:36], predict the reaction product. (6) Given the reactants [Cl:1][C:2]1[CH:7]=[CH:6][C:5]([C:8]2[C:12]([CH3:13])=[CH:11][NH:10][C:9]=2[C:14]([O:16][CH2:17][CH3:18])=[O:15])=[CH:4][CH:3]=1.[H-].[Na+].[CH2:21](Br)[C:22]1[CH:27]=[CH:26][CH:25]=[CH:24][CH:23]=1.CCOC(C)=O, predict the reaction product. The product is: [CH2:21]([N:10]1[CH:11]=[C:12]([CH3:13])[C:8]([C:5]2[CH:6]=[CH:7][C:2]([Cl:1])=[CH:3][CH:4]=2)=[C:9]1[C:14]([O:16][CH2:17][CH3:18])=[O:15])[C:22]1[CH:27]=[CH:26][CH:25]=[CH:24][CH:23]=1. (7) Given the reactants [Cl:1][C:2]1[CH:9]=[CH:8][C:5]([C:6]#[N:7])=[C:4]([F:10])[CH:3]=1.[N+:11]([O-])([OH:13])=[O:12], predict the reaction product. The product is: [Cl:1][C:2]1[C:9]([N+:11]([O-:13])=[O:12])=[CH:8][C:5]([C:6]#[N:7])=[C:4]([F:10])[CH:3]=1. (8) Given the reactants CI.[C:3]([O:7][C:8]([N:10]1[CH2:16][CH2:15][CH2:14][N:13]([C:17]2[CH:22]=[CH:21][C:20]([NH:23][S:24]([C:27]3[CH:32]=[CH:31][CH:30]=[CH:29][CH:28]=3)(=[O:26])=[O:25])=[C:19]([NH:33][S:34]([CH3:37])(=[O:36])=[O:35])[CH:18]=2)[CH2:12][CH2:11]1)=[O:9])([CH3:6])([CH3:5])[CH3:4].[C:38]([O-])([O-])=O.[K+].[K+], predict the reaction product. The product is: [C:3]([O:7][C:8]([N:10]1[CH2:16][CH2:15][CH2:14][N:13]([C:17]2[CH:22]=[CH:21][C:20]([NH:23][S:24]([C:27]3[CH:28]=[CH:29][CH:30]=[CH:31][CH:32]=3)(=[O:25])=[O:26])=[C:19]([N:33]([CH3:38])[S:34]([CH3:37])(=[O:35])=[O:36])[CH:18]=2)[CH2:12][CH2:11]1)=[O:9])([CH3:6])([CH3:5])[CH3:4].[C:3]([O:7][C:8]([N:10]1[CH2:16][CH2:15][CH2:14][N:13]([C:17]2[CH:22]=[CH:21][C:20]([N:23]([CH3:38])[S:24]([C:27]3[CH:28]=[CH:29][CH:30]=[CH:31][CH:32]=3)(=[O:25])=[O:26])=[C:19]([NH:33][S:34]([CH3:37])(=[O:35])=[O:36])[CH:18]=2)[CH2:12][CH2:11]1)=[O:9])([CH3:6])([CH3:5])[CH3:4].